From a dataset of Reaction yield outcomes from USPTO patents with 853,638 reactions. Predict the reaction yield, written as a fraction of the theoretical maximum amount of product (1.0 means a 100% yield; for example, 0.34 means a 34% yield). The reactants are [C:1]1([S:7][CH2:8][C@@H:9]([C:11]([OH:13])=[O:12])[NH2:10])[CH:6]=[CH:5][CH:4]=[CH:3][CH:2]=1.[C:14]([Cl:17])(=O)C. The catalyst is CO. The product is [ClH:17].[CH3:14][O:12][C:11](=[O:13])[C@@H:9]([NH2:10])[CH2:8][S:7][C:1]1[CH:2]=[CH:3][CH:4]=[CH:5][CH:6]=1. The yield is 0.610.